From a dataset of Full USPTO retrosynthesis dataset with 1.9M reactions from patents (1976-2016). Predict the reactants needed to synthesize the given product. (1) Given the product [OH:8][CH2:9][CH:10]1[CH2:14][N:13]([C:15]2[C:19]([NH:20][C:27](=[O:28])[O:29][C:30]([CH3:33])([CH3:32])[CH3:31])=[CH:18][N:17]([CH3:23])[N:16]=2)[C:12](=[O:24])[C:11]1([CH3:25])[CH3:26], predict the reactants needed to synthesize it. The reactants are: C([O:8][CH2:9][CH:10]1[CH2:14][N:13]([C:15]2[C:19]([N+:20]([O-])=O)=[CH:18][N:17]([CH3:23])[N:16]=2)[C:12](=[O:24])[C:11]1([CH3:26])[CH3:25])C1C=CC=CC=1.[C:27](O[C:27]([O:29][C:30]([CH3:33])([CH3:32])[CH3:31])=[O:28])([O:29][C:30]([CH3:33])([CH3:32])[CH3:31])=[O:28]. (2) Given the product [C@@H:1]([N:5]1[C:13]2[CH:12]=[C:11]([NH:35][C:33]3[CH:32]=[CH:31][N:30]=[C:29]([O:28][CH2:27][C:26]([S:23]([CH3:22])(=[O:25])=[O:24])([CH3:36])[CH3:37])[N:34]=3)[N:10]=[CH:9][C:8]=2[C:7]([N:15]2[CH2:21][C:17]3([CH2:20][O:19][CH2:18]3)[CH2:16]2)=[N:6]1)([CH2:3][CH3:4])[CH3:2], predict the reactants needed to synthesize it. The reactants are: [C@@H:1]([N:5]1[C:13]2[CH:12]=[C:11](Cl)[N:10]=[CH:9][C:8]=2[C:7]([N:15]2[CH2:21][C:17]3([CH2:20][O:19][CH2:18]3)[CH2:16]2)=[N:6]1)([CH2:3][CH3:4])[CH3:2].[CH3:22][S:23]([C:26]([CH3:37])([CH3:36])[CH2:27][O:28][C:29]1[N:34]=[C:33]([NH2:35])[CH:32]=[CH:31][N:30]=1)(=[O:25])=[O:24]. (3) The reactants are: [C:1]([O:5][C:6]([N:8]1[CH2:13][CH2:12][CH:11]([OH:14])[CH:10]([CH2:15][N:16]=[N+:17]=[N-:18])[CH2:9]1)=[O:7])([CH3:4])([CH3:3])[CH3:2].[H-].[Na+].I[CH3:22]. Given the product [C:1]([O:5][C:6]([N:8]1[CH2:13][CH2:12][CH:11]([O:14][CH3:22])[CH:10]([CH2:15][N:16]=[N+:17]=[N-:18])[CH2:9]1)=[O:7])([CH3:4])([CH3:2])[CH3:3], predict the reactants needed to synthesize it. (4) The reactants are: [C:1]([C:3]1[CH:4]=[C:5]([N:9]2[C:18]3[C:13](=[CH:14][CH:15]=[CH:16][N:17]=3)[C:12]([OH:19])=[CH:11][C:10]2=[O:20])[CH:6]=[CH:7][CH:8]=1)#[N:2].[H-].[Na+].[H][H].[C:25]1([CH2:31][C:32](Cl)=[O:33])[CH:30]=[CH:29][CH:28]=[CH:27][CH:26]=1.Cl. Given the product [C:1]([C:3]1[CH:4]=[C:5]([N:9]2[C:18]3[C:13](=[CH:14][CH:15]=[CH:16][N:17]=3)[C:12]([OH:19])=[C:11]([C:32](=[O:33])[CH2:31][C:25]3[CH:30]=[CH:29][CH:28]=[CH:27][CH:26]=3)[C:10]2=[O:20])[CH:6]=[CH:7][CH:8]=1)#[N:2], predict the reactants needed to synthesize it.